From a dataset of Forward reaction prediction with 1.9M reactions from USPTO patents (1976-2016). Predict the product of the given reaction. (1) Given the reactants [CH3:1][O:2][C:3]1[CH:8]=[CH:7][CH:6]=[CH:5][C:4]=1[C:9]1[C:14]([CH2:15][NH2:16])=[CH:13][CH:12]=[CH:11][N:10]=1.[Cl:17][C:18]1[C:23]([Cl:24])=[CH:22][CH:21]=[CH:20][C:19]=1[N:25]=[C:26]=[S:27], predict the reaction product. The product is: [Cl:17][C:18]1[C:23]([Cl:24])=[CH:22][CH:21]=[CH:20][C:19]=1[NH:25][C:26]([NH:16][CH2:15][C:14]1[C:9]([C:4]2[CH:5]=[CH:6][CH:7]=[CH:8][C:3]=2[O:2][CH3:1])=[N:10][CH:11]=[CH:12][CH:13]=1)=[S:27]. (2) Given the reactants [C:1]([OH:7])(=O)[C:2]([CH3:5])([CH3:4])[CH3:3].N1(O)C2C=CC=CC=2N=N1.Cl.CN(C)CCCN=C=NCC.Cl.[NH2:31][C:32]1[C:33]2[C:43]([O:44][CH2:45][C@H:46]3[CH2:51][CH2:50][CH2:49][NH:48][CH2:47]3)=[CH:42][CH:41]=[CH:40][C:34]=2[NH:35][S:36](=[O:39])(=[O:38])[N:37]=1, predict the reaction product. The product is: [NH2:31][C:32]1[C:33]2[C:43]([O:44][CH2:45][C@H:46]3[CH2:51][CH2:50][CH2:49][N:48]([C:1](=[O:7])[C:2]([CH3:5])([CH3:4])[CH3:3])[CH2:47]3)=[CH:42][CH:41]=[CH:40][C:34]=2[NH:35][S:36](=[O:38])(=[O:39])[N:37]=1. (3) Given the reactants [Br:1][C:2]1[CH:7]=[CH:6][N:5]2[N:8]=[C:9]([C:15]3[CH:20]=[CH:19][C:18]([O:21][CH3:22])=[CH:17][CH:16]=3)[C:10](/[CH:11]=[CH:12]/[CH:13]=O)=[C:4]2[CH:3]=1.[NH:23]1[CH2:28][CH2:27][CH2:26][CH2:25][CH2:24]1.C(O[BH-](OC(=O)C)OC(=O)C)(=O)C.[Na+].[Cl-].[NH4+], predict the reaction product. The product is: [Br:1][C:2]1[CH:7]=[CH:6][N:5]2[N:8]=[C:9]([C:15]3[CH:16]=[CH:17][C:18]([O:21][CH3:22])=[CH:19][CH:20]=3)[C:10](/[CH:11]=[CH:12]/[CH2:13][N:23]3[CH2:28][CH2:27][CH2:26][CH2:25][CH2:24]3)=[C:4]2[CH:3]=1.